From a dataset of Reaction yield outcomes from USPTO patents with 853,638 reactions. Predict the reaction yield, written as a fraction of the theoretical maximum amount of product (1.0 means a 100% yield; for example, 0.34 means a 34% yield). The reactants are [C:1]([C:3]1[CH:4]=[C:5]([N:9]([NH:17][C:18](=[O:23])[C:19]([F:22])([F:21])[F:20])[C:10]([O:12][C:13]([CH3:16])([CH3:15])[CH3:14])=[O:11])[CH:6]=[CH:7][CH:8]=1)#[N:2].C(=O)([O-])[O-].[Cs+].[Cs+].I[CH2:31][CH2:32][CH3:33]. The yield is 1.00. The product is [C:1]([C:3]1[CH:4]=[C:5]([N:9]([N:17]([CH2:31][CH2:32][CH3:33])[C:18](=[O:23])[C:19]([F:20])([F:22])[F:21])[C:10]([O:12][C:13]([CH3:16])([CH3:15])[CH3:14])=[O:11])[CH:6]=[CH:7][CH:8]=1)#[N:2]. The catalyst is CN(C=O)C.